Dataset: Full USPTO retrosynthesis dataset with 1.9M reactions from patents (1976-2016). Task: Predict the reactants needed to synthesize the given product. (1) Given the product [CH:1]1([C:4]2[C:5]([CH:18]([CH2:19][C:20](=[O:22])[NH:37][C:31]3[CH:32]=[CH:33][C:34]([CH3:36])=[CH:35][C:30]=3[CH3:29])[CH2:23][CH2:24][C:25]([O:27][CH3:28])=[O:26])=[N:6][O:7][C:8]=2[CH:9]2[CH2:10][CH:11]([CH2:13][C:14]([CH3:17])([CH3:16])[CH3:15])[CH2:12]2)[CH2:3][CH2:2]1, predict the reactants needed to synthesize it. The reactants are: [CH:1]1([C:4]2[C:5]([CH:18]([CH2:23][CH2:24][C:25]([O:27][CH3:28])=[O:26])[CH2:19][C:20]([O-:22])=O)=[N:6][O:7][C:8]=2[CH:9]2[CH2:12][CH:11]([CH2:13][C:14]([CH3:17])([CH3:16])[CH3:15])[CH2:10]2)[CH2:3][CH2:2]1.[CH3:29][C:30]1[CH:35]=[C:34]([CH3:36])[CH:33]=[CH:32][C:31]=1[NH2:37].C1C=CC2N(O)N=NC=2C=1.CCN=C=NCCCN(C)C.Cl.C(=O)(O)[O-].[Na+]. (2) Given the product [O:1]1[C:5]2[CH:6]=[CH:7][C:8]([CH:10]3[CH2:15][CH2:14][CH2:13][N:12]([CH2:16][C@@H:18]4[O:23][C:22]5[CH:24]=[CH:25][CH:26]=[CH:27][C:21]=5[O:20][CH2:19]4)[CH2:11]3)=[CH:9][C:4]=2[O:3][CH2:2]1, predict the reactants needed to synthesize it. The reactants are: [O:1]1[C:5]2[CH:6]=[CH:7][C:8]([CH:10]3[CH2:15][CH2:14][CH2:13][N:12]([C:16]([C@@H:18]4[O:23][C:22]5[CH:24]=[CH:25][CH:26]=[CH:27][C:21]=5[O:20][CH2:19]4)=O)[CH2:11]3)=[CH:9][C:4]=2[O:3][CH2:2]1.C1COCC1.O.[OH-].[Na+]. (3) Given the product [C:8]([NH:12][C:13]([C:15]1[CH:16]=[CH:17][C:18]([C:21]2[CH:26]=[CH:25][CH:24]=[C:23]([CH:27]3[C:36]([CH3:38])([CH3:37])[CH2:35][C:34]4[C:29](=[CH:30][CH:31]=[C:32]([C:39]([NH:7][S:4]([CH3:3])(=[O:6])=[O:5])=[O:40])[CH:33]=4)[NH:28]3)[CH:22]=2)=[CH:19][CH:20]=1)=[O:14])([CH3:11])([CH3:9])[CH3:10], predict the reactants needed to synthesize it. The reactants are: [H-].[Na+].[CH3:3][S:4]([NH2:7])(=[O:6])=[O:5].[C:8]([NH:12][C:13]([C:15]1[CH:20]=[CH:19][C:18]([C:21]2[CH:26]=[CH:25][CH:24]=[C:23]([CH:27]3[C:36]([CH3:38])([CH3:37])[CH2:35][C:34]4[C:29](=[CH:30][CH:31]=[C:32]([C:39](O)=[O:40])[CH:33]=4)[NH:28]3)[CH:22]=2)=[CH:17][CH:16]=1)=[O:14])([CH3:11])([CH3:10])[CH3:9].C(N1C=CN=C1)(N1C=CN=C1)=O. (4) Given the product [Cl:7][C:6]1[S:5][C:4]([C:8]([O:10][CH3:11])=[O:9])=[CH:3][C:2]=1[C:24]1[N:20]([CH2:18][CH3:19])[N:21]=[CH:22][CH:23]=1, predict the reactants needed to synthesize it. The reactants are: Br[C:2]1[CH:3]=[C:4]([C:8]([O:10][CH3:11])=[O:9])[S:5][C:6]=1[Cl:7].C([O-])([O-])=O.[Na+].[Na+].[CH2:18]([N:20]1[C:24](B2OC(C)(C)C(C)(C)O2)=[CH:23][CH:22]=[N:21]1)[CH3:19]. (5) Given the product [Br:1][C:2]1[CH:11]=[C:10]2[C:5]([N:6]=[CH:7][C:8]([CH:12]=[O:17])=[N:9]2)=[CH:4][CH:3]=1, predict the reactants needed to synthesize it. The reactants are: [Br:1][C:2]1[CH:11]=[C:10]2[C:5]([N:6]=[CH:7][C:8]([CH:12]=C)=[N:9]2)=[CH:4][CH:3]=1.C1C[O:17]CC1. (6) Given the product [C:1]([O:5][C:6]([N:8]1[CH2:13][C@H:12]([CH2:14][CH3:15])[N:11]([CH2:16][C:17]([OH:19])=[O:18])[CH2:10][C@H:9]1[CH3:27])=[O:7])([CH3:2])([CH3:3])[CH3:4], predict the reactants needed to synthesize it. The reactants are: [C:1]([O:5][C:6]([N:8]1[CH2:13][C@H:12]([CH2:14][CH3:15])[N:11]([CH2:16][C:17]([O:19]CC2C=CC=CC=2)=[O:18])[CH2:10][C@H:9]1[CH3:27])=[O:7])([CH3:4])([CH3:3])[CH3:2]. (7) Given the product [CH3:4][P:2]([C:5]1[CH:10]=[CH:9][C:8]([NH:11][C:12]2[N:13]=[C:14]([NH:29][C:30]3[CH:35]=[CH:34][CH:33]=[CH:32][C:31]=3[S:36]([CH:39]([CH3:40])[CH3:41])(=[O:37])=[O:38])[C:15]3[CH:20]=[CH:19][NH:18][C:16]=3[N:17]=2)=[C:7]([O:42][CH3:43])[CH:6]=1)([CH3:1])=[O:3], predict the reactants needed to synthesize it. The reactants are: [CH3:1][P:2]([C:5]1[CH:10]=[CH:9][C:8]([NH:11][C:12]2[N:13]=[C:14]([NH:29][C:30]3[CH:35]=[CH:34][CH:33]=[CH:32][C:31]=3[S:36]([CH:39]([CH3:41])[CH3:40])(=[O:38])=[O:37])[C:15]3[CH:20]=[CH:19][N:18](COCC[Si](C)(C)C)[C:16]=3[N:17]=2)=[C:7]([O:42][CH3:43])[CH:6]=1)([CH3:4])=[O:3].[F-].C([N+](CCCC)(CCCC)CCCC)CCC. (8) Given the product [CH:17]1[CH:18]=[CH:19][C:20](=[O:21])/[C:15](=[CH:14]/[NH:13][CH2:12][CH2:11][NH:10]/[CH:9]=[C:8]2/[CH:7]=[CH:6][CH:25]=[CH:24][C:22]/2=[O:23])/[CH:16]=1.[Zn:1], predict the reactants needed to synthesize it. The reactants are: [Zn:1](CC)CC.[CH:6]1[CH:25]=[CH:24][C:22](=[O:23])/[C:8](=[CH:9]/[NH:10][CH2:11][CH2:12][NH:13]/[CH:14]=[C:15]2/[CH:16]=[CH:17][CH:18]=[CH:19][C:20]/2=[O:21])/[CH:7]=1. (9) Given the product [Br:1][C:2]1[CH:3]=[C:4]2[C:8](=[CH:9][C:10]=1[F:11])[N:7]([C:12]([C:25]1[CH:30]=[CH:29][CH:28]=[CH:27][CH:26]=1)([C:19]1[CH:24]=[CH:23][CH:22]=[CH:21][CH:20]=1)[C:13]1[CH:18]=[CH:17][CH:16]=[CH:15][CH:14]=1)[N:6]=[C:5]2/[CH:38]=[CH:37]/[C:36]1[CH:39]=[CH:40][C:33]([F:32])=[CH:34][CH:35]=1, predict the reactants needed to synthesize it. The reactants are: [Br:1][C:2]1[CH:3]=[C:4]2[C:8](=[CH:9][C:10]=1[F:11])[N:7]([C:12]([C:25]1[CH:30]=[CH:29][CH:28]=[CH:27][CH:26]=1)([C:19]1[CH:24]=[CH:23][CH:22]=[CH:21][CH:20]=1)[C:13]1[CH:18]=[CH:17][CH:16]=[CH:15][CH:14]=1)[N:6]=[C:5]2I.[F:32][C:33]1[CH:40]=[CH:39][C:36]([CH:37]=[CH2:38])=[CH:35][CH:34]=1.C(P(C(C)(C)C)C1C=CC=CC=1C1C=CC=CC=1)(C)(C)C.C(N(CC)CC)C.